This data is from NCI-60 drug combinations with 297,098 pairs across 59 cell lines. The task is: Regression. Given two drug SMILES strings and cell line genomic features, predict the synergy score measuring deviation from expected non-interaction effect. (1) Drug 1: CC1C(C(CC(O1)OC2CC(CC3=C2C(=C4C(=C3O)C(=O)C5=C(C4=O)C(=CC=C5)OC)O)(C(=O)CO)O)N)O.Cl. Drug 2: C1=CC(=CC=C1CC(C(=O)O)N)N(CCCl)CCCl.Cl. Cell line: SF-539. Synergy scores: CSS=9.27, Synergy_ZIP=-1.34, Synergy_Bliss=-0.643, Synergy_Loewe=1.27, Synergy_HSA=1.50. (2) Drug 1: CCCS(=O)(=O)NC1=C(C(=C(C=C1)F)C(=O)C2=CNC3=C2C=C(C=N3)C4=CC=C(C=C4)Cl)F. Drug 2: CCC(=C(C1=CC=CC=C1)C2=CC=C(C=C2)OCCN(C)C)C3=CC=CC=C3.C(C(=O)O)C(CC(=O)O)(C(=O)O)O. Cell line: SK-MEL-2. Synergy scores: CSS=1.28, Synergy_ZIP=2.85, Synergy_Bliss=6.48, Synergy_Loewe=2.28, Synergy_HSA=2.37. (3) Drug 1: CCCS(=O)(=O)NC1=C(C(=C(C=C1)F)C(=O)C2=CNC3=C2C=C(C=N3)C4=CC=C(C=C4)Cl)F. Drug 2: CS(=O)(=O)CCNCC1=CC=C(O1)C2=CC3=C(C=C2)N=CN=C3NC4=CC(=C(C=C4)OCC5=CC(=CC=C5)F)Cl. Cell line: RPMI-8226. Synergy scores: CSS=-0.358, Synergy_ZIP=7.68, Synergy_Bliss=13.3, Synergy_Loewe=-0.400, Synergy_HSA=2.15. (4) Drug 1: CCCS(=O)(=O)NC1=C(C(=C(C=C1)F)C(=O)C2=CNC3=C2C=C(C=N3)C4=CC=C(C=C4)Cl)F. Drug 2: C1CC(=O)NC(=O)C1N2C(=O)C3=CC=CC=C3C2=O. Cell line: HOP-62. Synergy scores: CSS=10.4, Synergy_ZIP=0.426, Synergy_Bliss=7.23, Synergy_Loewe=5.80, Synergy_HSA=5.99. (5) Drug 1: CC1=C(C=C(C=C1)NC(=O)C2=CC=C(C=C2)CN3CCN(CC3)C)NC4=NC=CC(=N4)C5=CN=CC=C5. Drug 2: C1=CN(C=N1)CC(O)(P(=O)(O)O)P(=O)(O)O. Cell line: SK-MEL-5. Synergy scores: CSS=0.337, Synergy_ZIP=-4.51, Synergy_Bliss=-7.91, Synergy_Loewe=-11.1, Synergy_HSA=-10.8.